From a dataset of Forward reaction prediction with 1.9M reactions from USPTO patents (1976-2016). Predict the product of the given reaction. (1) Given the reactants [CH:1]1[C:13]2[CH:12]([CH2:14][O:15][C:16]([NH:18][CH2:19][CH2:20][CH2:21][O:22][C:23]3[CH:30]=[CH:29][C:26]([CH2:27][OH:28])=[CH:25][CH:24]=3)=[O:17])[C:11]3[C:6](=[CH:7][CH:8]=[CH:9][CH:10]=3)[C:5]=2[CH:4]=[CH:3][CH:2]=1, predict the reaction product. The product is: [CH:10]1[C:11]2[CH:12]([CH2:14][O:15][C:16]([NH:18][CH2:19][CH2:20][CH2:21][O:22][C:23]3[CH:24]=[CH:25][C:26]([CH:27]=[O:28])=[CH:29][CH:30]=3)=[O:17])[C:13]3[C:5](=[CH:4][CH:3]=[CH:2][CH:1]=3)[C:6]=2[CH:7]=[CH:8][CH:9]=1. (2) Given the reactants [CH:1]1([N:7]=[C:8]=[O:9])[CH2:6][CH2:5][CH2:4][CH2:3][CH2:2]1.Cl.[F:11][C:12]1[CH:13]=[C:14]2[C:19](=[CH:20][C:21]=1[C:22]1[CH:27]=[C:26]([N:28]3[CH2:33][CH2:32][N:31]([CH3:34])[CH2:30][CH2:29]3)[N:25]=[C:24]([NH2:35])[N:23]=1)[CH2:18][NH:17][CH2:16][CH2:15]2, predict the reaction product. The product is: [NH2:35][C:24]1[N:23]=[C:22]([C:21]2[CH:20]=[C:19]3[C:14]([CH2:15][CH2:16][N:17]([C:8]([NH:7][CH:1]4[CH2:6][CH2:5][CH2:4][CH2:3][CH2:2]4)=[O:9])[CH2:18]3)=[CH:13][C:12]=2[F:11])[CH:27]=[C:26]([N:28]2[CH2:29][CH2:30][N:31]([CH3:34])[CH2:32][CH2:33]2)[N:25]=1. (3) Given the reactants [Br-].C(OC(C(CC)CC[P+](C1C=CC=CC=1)(C1C=CC=CC=1)C1C=CC=CC=1)=O)(C)(C)C.C([O:37][C:38](=[O:45])[CH2:39][CH2:40][CH2:41][CH2:42][CH2:43][Br:44])(C)(C)C, predict the reaction product. The product is: [Br:44][CH2:43][CH2:42][CH2:41][CH2:40][CH2:39][C:38]([OH:45])=[O:37]. (4) Given the reactants Br[CH2:2][C:3]([C:5]1[CH:10]=[CH:9][CH:8]=[CH:7][C:6]=1[Cl:11])=[O:4].[S-:12][C:13]#[N:14].[K+].O, predict the reaction product. The product is: [Cl:11][C:6]1[CH:7]=[CH:8][CH:9]=[CH:10][C:5]=1[C:3](=[O:4])[CH2:2][S:12][C:13]#[N:14]. (5) Given the reactants [OH:1][CH2:2][CH2:3][CH:4]([NH:15]C(=O)OC(C)(C)C)[C:5]1[CH:10]=[CH:9][CH:8]=[C:7]([C:11]([F:14])([F:13])[F:12])[CH:6]=1.ClS([N:27]=[C:28]=[O:29])(=O)=O.O.C(=O)([O-])O.[Na+], predict the reaction product. The product is: [C:28](=[O:29])([O:1][CH2:2][CH2:3][CH:4]([NH2:15])[C:5]1[CH:10]=[CH:9][CH:8]=[C:7]([C:11]([F:12])([F:13])[F:14])[CH:6]=1)[NH2:27].